Task: Binary Classification. Given a drug SMILES string, predict its activity (active/inactive) in a high-throughput screening assay against a specified biological target.. Dataset: HIV replication inhibition screening data with 41,000+ compounds from the AIDS Antiviral Screen (1) The compound is COC1=CC2(C=CC1=O)CCC(=O)O2. The result is 1 (active). (2) The drug is CC(=O)C1=C(C)N2C(=NC3=C(CCc4ccccc43)C2c2cccc(Br)c2)S1. The result is 0 (inactive). (3) The drug is CC(=O)N=C1N(C)C(=Cc2ccc(OC(C)=O)cc2)C(=O)N1C=C1C(=O)Oc2ccccc2C1=O. The result is 0 (inactive).